Task: Predict the reactants needed to synthesize the given product.. Dataset: Full USPTO retrosynthesis dataset with 1.9M reactions from patents (1976-2016) (1) The reactants are: C1(C2N=NC(NNC(=O)CC3C=C4C(=CC=3)N=CC=C4)=NC=2)C=CC=CC=1.[Cl:28][C:29]1[CH:34]=[CH:33][C:32]([C:35]2[N:40]=[N:39][C:38]([NH:41][NH:42][C:43](=O)[CH2:44][C:45]3[CH:46]=[C:47]4[C:52](=[CH:53][CH:54]=3)[N:51]=[CH:50][CH:49]=[CH:48]4)=[N:37][CH:36]=2)=[CH:31][CH:30]=1. Given the product [N:51]1[C:52]2[C:47](=[CH:46][C:45]([CH2:44][C:43]3[N:39]4[N:40]=[C:35]([C:32]5[CH:33]=[CH:34][C:29]([Cl:28])=[CH:30][CH:31]=5)[CH:36]=[N:37][C:38]4=[N:41][N:42]=3)=[CH:54][CH:53]=2)[CH:48]=[CH:49][CH:50]=1, predict the reactants needed to synthesize it. (2) Given the product [NH2:40][C:39]1[N:34]2[N:33]=[CH:32][C:31]([C@H:10]3[C@H:9]([OH:8])[C@H:13]([OH:14])[C@@H:12]([CH2:22][OH:23])[O:11]3)=[C:35]2[N:36]=[CH:37][N:38]=1, predict the reactants needed to synthesize it. The reactants are: C([O:8][C@@H:9]1[C@H:13]([O:14]CC2C=CC=CC=2)[C@@H:12]([CH2:22][O:23]CC2C=CC=CC=2)[O:11][C@H:10]1[C:31]1[CH:32]=[N:33][N:34]2[C:39]([NH2:40])=[N:38][CH:37]=[N:36][C:35]=12)C1C=CC=CC=1.[H][H]. (3) Given the product [F:10][C:11]1[CH:16]=[CH:15][C:14]([F:17])=[CH:13][C:12]=1[C:18]1[N:20]=[C:2]([CH2:3][C:4]([O:6][CH2:7][CH3:8])=[O:5])[O:9][N:19]=1, predict the reactants needed to synthesize it. The reactants are: Cl[C:2](=[O:9])[CH2:3][C:4]([O:6][CH2:7][CH3:8])=[O:5].[F:10][C:11]1[CH:16]=[CH:15][C:14]([F:17])=[CH:13][C:12]=1[C:18](=[N:20]O)[NH2:19]. (4) Given the product [NH2:7][C:8]1([C:14]2[CH:15]=[CH:16][C:17]([C:20]3[C:25]([C:26]4[CH:31]=[CH:30][CH:29]=[CH:28][CH:27]=4)=[CH:24][N:23]4[N:32]=[C:33]([C:35]5[CH:40]=[CH:39][CH:38]=[CH:37][CH:36]=5)[N:34]=[C:22]4[N:21]=3)=[CH:18][CH:19]=2)[CH2:11][C:10]([CH3:12])([OH:13])[CH2:9]1, predict the reactants needed to synthesize it. The reactants are: C(OC(=O)[NH:7][C:8]1([C:14]2[CH:19]=[CH:18][C:17]([C:20]3[C:25]([C:26]4[CH:31]=[CH:30][CH:29]=[CH:28][CH:27]=4)=[CH:24][N:23]4[N:32]=[C:33]([C:35]5[CH:40]=[CH:39][CH:38]=[CH:37][CH:36]=5)[N:34]=[C:22]4[N:21]=3)=[CH:16][CH:15]=2)[CH2:11][C:10]([OH:13])([CH3:12])[CH2:9]1)(C)(C)C.C(O)(C(F)(F)F)=O. (5) Given the product [CH2:34]([O:33][C:31]([C:30]1[C:29]([CH3:36])=[N:1][C:2]2[C:3]([C:26]=1[NH2:27])=[C:4]([O:5][CH2:6][CH:7]1[CH2:12][CH2:11][CH2:10][CH2:9][NH:8]1)[CH:23]=[CH:24][CH:25]=2)=[O:32])[CH3:35], predict the reactants needed to synthesize it. The reactants are: [NH2:1][C:2]1[C:3]([C:26]#[N:27])=[C:4]([CH:23]=[CH:24][CH:25]=1)[O:5][CH2:6][CH:7]1[CH2:12][CH2:11][CH2:10][CH2:9][N:8]1C(OCC1C=CC=CC=1)=O.O=[C:29]([CH3:36])[CH2:30][C:31]([O:33][CH2:34][CH3:35])=[O:32]. (6) Given the product [CH2:32]([C:34]1[CH:39]=[CH:38][CH:37]=[CH:36][C:35]=1[C:2]1[CH:24]=[C:23]([F:25])[CH:22]=[CH:21][C:3]=1[O:4][CH2:5][C:6]([N:8]([CH:18]([CH3:20])[CH3:19])[NH:9][C:10](=[O:17])[C:11]1[CH:16]=[CH:15][CH:14]=[CH:13][CH:12]=1)=[O:7])[CH3:33], predict the reactants needed to synthesize it. The reactants are: Br[C:2]1[CH:24]=[C:23]([F:25])[CH:22]=[CH:21][C:3]=1[O:4][CH2:5][C:6]([N:8]([CH:18]([CH3:20])[CH3:19])[NH:9][C:10](=[O:17])[C:11]1[CH:16]=[CH:15][CH:14]=[CH:13][CH:12]=1)=[O:7].C([O-])([O-])=O.[Na+].[Na+].[CH2:32]([C:34]1[CH:39]=[CH:38][CH:37]=[CH:36][C:35]=1B(O)O)[CH3:33]. (7) Given the product [F:8][C:7]1[C:2]([F:1])=[C:3]2[C:4]([CH:23]([OH:25])[CH:17]([C:18]([O:20][CH2:21][CH3:22])=[O:19])[C:15](=[O:16])[C:9]32[CH2:14][CH2:13][O:12][CH2:11][CH2:10]3)=[CH:5][CH:6]=1, predict the reactants needed to synthesize it. The reactants are: [F:1][C:2]1[C:7]([F:8])=[CH:6][CH:5]=[CH:4][C:3]=1[C:9]1([C:15]([CH:17]([C:23]([O:25]CC)=O)[C:18]([O:20][CH2:21][CH3:22])=[O:19])=[O:16])[CH2:14][CH2:13][O:12][CH2:11][CH2:10]1. (8) Given the product [OH:18][CH2:17][CH2:16][O:15][CH2:14][CH2:13][O:12][CH2:11][CH2:10][O:9][CH2:8][CH2:7][O:6][CH2:5][CH2:4][O:3][CH2:2][CH2:1][O:19][CH2:22][CH2:21][C:20]([O:24][C:25]([CH3:28])([CH3:27])[CH3:26])=[O:23], predict the reactants needed to synthesize it. The reactants are: [CH2:1]([OH:19])[CH2:2][O:3][CH2:4][CH2:5][O:6][CH2:7][CH2:8][O:9][CH2:10][CH2:11][O:12][CH2:13][CH2:14][O:15][CH2:16][CH2:17][OH:18].[C:20]([O:24][C:25]([CH3:28])([CH3:27])[CH3:26])(=[O:23])[CH:21]=[CH2:22].[OH-].C([N+](C)(C)C)C1C=CC=CC=1. (9) Given the product [C:13]([C:12]1[CH:11]=[CH:10][C:4]([C:5]([O:7][CH2:8][CH3:9])=[O:6])=[CH:3][C:2]=1[CH3:1])#[CH:14], predict the reactants needed to synthesize it. The reactants are: [CH3:1][C:2]1[CH:3]=[C:4]([CH:10]=[CH:11][C:12]=1[C:13]#[C:14][Si](CC)(CC)CC)[C:5]([O:7][CH2:8][CH3:9])=[O:6].CCCC[N+](CCCC)(CCCC)CCCC.[F-].